From a dataset of Full USPTO retrosynthesis dataset with 1.9M reactions from patents (1976-2016). Predict the reactants needed to synthesize the given product. (1) Given the product [C:1]([O:5][C:6](=[O:22])[N:7]([CH2:8][CH2:9][O:10][C:11]1[CH:12]=[CH:13][C:14]([NH2:17])=[CH:15][CH:16]=1)[CH2:20][CH3:21])([CH3:2])([CH3:3])[CH3:4], predict the reactants needed to synthesize it. The reactants are: [C:1]([O:5][C:6](=[O:22])[N:7]([CH2:20][CH3:21])[CH2:8][CH2:9][O:10][C:11]1[CH:16]=[CH:15][C:14]([N+:17]([O-])=O)=[CH:13][CH:12]=1)([CH3:4])([CH3:3])[CH3:2]. (2) Given the product [NH:1]([C:4]1[CH:5]=[C:6]([CH:10]=[CH:11][CH:12]=1)[C:7]([NH2:9])=[O:8])[C:2]([NH2:13])=[S:3], predict the reactants needed to synthesize it. The reactants are: [N:1]([C:4]1[CH:5]=[C:6]([CH:10]=[CH:11][CH:12]=1)[C:7]([NH2:9])=[O:8])=[C:2]=[S:3].[NH3:13]. (3) Given the product [CH2:1]([N:4]1[C:12]2[C:7](=[N:8][C:9]([NH2:13])=[N:10][CH:11]=2)[N:6]([C@@H:14]2[O:26][C@H:25]([CH2:27][OH:28])[C@@H:20]([OH:21])[C@H:15]2[OH:16])[C:5]1=[O:32])[CH:2]=[CH2:3], predict the reactants needed to synthesize it. The reactants are: [CH2:1]([N:4]1[C:12]2[C:7](=[N:8][C:9]([NH2:13])=[N:10][CH:11]=2)[N:6]([C@@H:14]2[O:26][C@H:25]([CH2:27][O:28]C(=O)C)[C@@H:20]([O:21]C(=O)C)[C@H:15]2[O:16]C(=O)C)[C:5]1=[O:32])[CH:2]=[CH2:3].C([O-])([O-])=O.[K+].[K+]. (4) Given the product [CH3:1][N:2]1[C:6]([CH2:7][O:8][C:9]2[CH:17]=[CH:16][C:12]([C:13]([NH:55][CH:56]3[CH2:61][CH2:60][O:59][CH2:58][CH2:57]3)=[O:15])=[CH:11][N:10]=2)=[C:5]([C:18]2[CH:23]=[CH:22][CH:21]=[CH:20][CH:19]=2)[N:4]=[N:3]1, predict the reactants needed to synthesize it. The reactants are: [CH3:1][N:2]1[C:6]([CH2:7][O:8][C:9]2[CH:17]=[CH:16][C:12]([C:13]([OH:15])=O)=[CH:11][N:10]=2)=[C:5]([C:18]2[CH:23]=[CH:22][CH:21]=[CH:20][CH:19]=2)[N:4]=[N:3]1.CN(C(ON1N=NC2C=CC=CC1=2)=[N+](C)C)C.[B-](F)(F)(F)F.CCN(C(C)C)C(C)C.[NH2:55][CH:56]1[CH2:61][CH2:60][O:59][CH2:58][CH2:57]1.